From a dataset of CYP2C19 inhibition data for predicting drug metabolism from PubChem BioAssay. Regression/Classification. Given a drug SMILES string, predict its absorption, distribution, metabolism, or excretion properties. Task type varies by dataset: regression for continuous measurements (e.g., permeability, clearance, half-life) or binary classification for categorical outcomes (e.g., BBB penetration, CYP inhibition). Dataset: cyp2c19_veith. (1) The molecule is COCc1nc2c([nH]1)c(=O)n(C)c(=O)n2CC(C)C. The result is 0 (non-inhibitor). (2) The molecule is NC(=O)C[C@H](N)C(N)=O. The result is 0 (non-inhibitor). (3) The molecule is CCCC1S/C(=N/N=C/c2ccc(OC)cc2)N(Cc2ccc(OC)cc2)C1=O. The result is 1 (inhibitor). (4) The drug is COc1ccc(Oc2ncc3nc(C)c(=O)n(CCc4ccccc4)c3n2)cc1. The result is 0 (non-inhibitor). (5) The drug is CC(C)(C)NC(=O)C1Cc2ccccc2CN1C(=O)Nc1ccccc1Cl. The result is 1 (inhibitor). (6) The result is 1 (inhibitor). The molecule is COc1ccc(Nc2ncnc3sc(-c4ccccc4)cc23)cc1. (7) The compound is CC1CCc2c(C(=O)Nc3nccs3)csc2C1. The result is 1 (inhibitor).